This data is from Forward reaction prediction with 1.9M reactions from USPTO patents (1976-2016). The task is: Predict the product of the given reaction. (1) Given the reactants [CH2:1]([O:8][C:9]([N:11]1[CH2:16][CH2:15][CH:14]([N:17]([C:28](=[O:31])[CH2:29]Cl)[C:18]2[CH:23]=[CH:22][C:21]([C:24]([NH:26][CH3:27])=[O:25])=[CH:20][CH:19]=2)[CH2:13][CH2:12]1)=[O:10])[C:2]1[CH:7]=[CH:6][CH:5]=[CH:4][CH:3]=1.C(P(C(C)(C)C)C1C=CC=CC=1C1C=CC=CC=1)(C)(C)C.CC1CCCO1.C(N(CC)CC)C, predict the reaction product. The product is: [CH3:27][NH:26][C:24]([C:21]1[CH:20]=[C:19]2[C:18](=[CH:23][CH:22]=1)[N:17]([CH:14]1[CH2:15][CH2:16][N:11]([C:9]([O:8][CH2:1][C:2]3[CH:7]=[CH:6][CH:5]=[CH:4][CH:3]=3)=[O:10])[CH2:12][CH2:13]1)[C:28](=[O:31])[CH2:29]2)=[O:25]. (2) The product is: [Cl:1][C:2]1[C:3]([CH2:12][N:13]2[CH:17]=[CH:16][C:15]([NH2:18])=[N:14]2)=[N:4][CH:5]=[C:6]([C:8]([F:11])([F:9])[F:10])[CH:7]=1. Given the reactants [Cl:1][C:2]1[C:3]([CH2:12][N:13]2[CH:17]=[CH:16][C:15]([N+:18]([O-])=O)=[N:14]2)=[N:4][CH:5]=[C:6]([C:8]([F:11])([F:10])[F:9])[CH:7]=1.Cl[Sn]Cl, predict the reaction product. (3) Given the reactants [CH2:1]([O:8][C:9]([N:11]1[CH:15]([C:16]([OH:18])=O)[CH2:14][S:13][C@@H:12]1[C:19]1[CH:24]=[CH:23][C:22]([C:25]([O:27][CH3:28])=[O:26])=[CH:21][CH:20]=1)=[O:10])[C:2]1[CH:7]=[CH:6][CH:5]=[CH:4][CH:3]=1.CCN(C(C)C)C(C)C.CN(C(ON1N=NC2C=CC=NC1=2)=[N+](C)C)C.F[P-](F)(F)(F)(F)F.[NH2:62][C:63]1[S:64][CH:65]=[C:66]([C:68]2[CH:79]=[CH:78][C:71]([C:72]([NH:74][CH:75]3[CH2:77][CH2:76]3)=[O:73])=[CH:70][CH:69]=2)[N:67]=1, predict the reaction product. The product is: [CH2:1]([O:8][C:9]([N:11]1[CH:15]([C:16](=[O:18])[NH:62][C:63]2[S:64][CH:65]=[C:66]([C:68]3[CH:69]=[CH:70][C:71]([C:72](=[O:73])[NH:74][CH:75]4[CH2:77][CH2:76]4)=[CH:78][CH:79]=3)[N:67]=2)[CH2:14][S:13][C@@H:12]1[C:19]1[CH:24]=[CH:23][C:22]([C:25]([O:27][CH3:28])=[O:26])=[CH:21][CH:20]=1)=[O:10])[C:2]1[CH:7]=[CH:6][CH:5]=[CH:4][CH:3]=1. (4) Given the reactants [CH2:1]([O:8][C@@H:9]([CH2:21][O:22][CH2:23][C:24]1[CH:29]=[CH:28][CH:27]=[CH:26][CH:25]=1)[CH2:10][C:11]1([S:14]([O:17]C(C)C)(=[O:16])=[O:15])[CH2:13][CH2:12]1)[C:2]1[CH:7]=[CH:6][CH:5]=[CH:4][CH:3]=1.C([S-])#N.[K+].O, predict the reaction product. The product is: [CH2:1]([O:8][C@@H:9]([CH2:21][O:22][CH2:23][C:24]1[CH:25]=[CH:26][CH:27]=[CH:28][CH:29]=1)[CH2:10][C:11]1([S:14]([OH:17])(=[O:16])=[O:15])[CH2:13][CH2:12]1)[C:2]1[CH:7]=[CH:6][CH:5]=[CH:4][CH:3]=1.